From a dataset of Full USPTO retrosynthesis dataset with 1.9M reactions from patents (1976-2016). Predict the reactants needed to synthesize the given product. (1) Given the product [OH:1][C@H:2]([C@H:9]([CH3:16])[C:10]([OH:12])=[O:11])[C:3]([OH:5])=[O:4], predict the reactants needed to synthesize it. The reactants are: [OH:1][C@H:2]([C@H:9]([CH3:16])[C:10]([O:12]C(C)C)=[O:11])[C:3]([O:5]C(C)C)=[O:4].[OH-].[K+]. (2) Given the product [CH2:1]([N:8]1[CH2:9][CH2:10][O:11][C@@H:12]([C:14]2[CH:19]=[C:18]([Br:20])[CH:17]=[CH:16][C:15]=2[O:21][CH3:22])[CH2:13]1)[C:2]1[CH:3]=[CH:4][CH:5]=[CH:6][CH:7]=1, predict the reactants needed to synthesize it. The reactants are: [CH2:1]([N:8]1[CH2:13][C@H:12]([C:14]2[CH:19]=[C:18]([Br:20])[CH:17]=[CH:16][C:15]=2[O:21][CH3:22])[O:11][CH2:10][C:9]1=O)[C:2]1[CH:7]=[CH:6][CH:5]=[CH:4][CH:3]=1.[BH4-].[Li+].Cl[Si](C)(C)C.CO. (3) Given the product [CH2:28]([C@H:16]1[N:15]([C:13]([C:10]2[CH:11]=[CH:12][N:8]([C:3]3[CH:4]=[CH:5][CH:6]=[CH:7][C:2]=3[NH:1][CH2:42][CH2:43][CH2:44][O:45][CH3:46])[C:9]=2[C:35]2[CH:40]=[CH:39][CH:38]=[CH:37][CH:36]=2)=[O:14])[CH2:20][CH2:19][N:18]([C:21]([O:23][C:24]([CH3:26])([CH3:27])[CH3:25])=[O:22])[CH2:17]1)[C:29]1[CH:30]=[CH:31][CH:32]=[CH:33][CH:34]=1, predict the reactants needed to synthesize it. The reactants are: [NH2:1][C:2]1[CH:7]=[CH:6][CH:5]=[CH:4][C:3]=1[N:8]1[CH:12]=[CH:11][C:10]([C:13]([N:15]2[CH2:20][CH2:19][N:18]([C:21]([O:23][C:24]([CH3:27])([CH3:26])[CH3:25])=[O:22])[CH2:17][C@H:16]2[CH2:28][C:29]2[CH:34]=[CH:33][CH:32]=[CH:31][CH:30]=2)=[O:14])=[C:9]1[C:35]1[CH:40]=[CH:39][CH:38]=[CH:37][CH:36]=1.Br[CH2:42][CH2:43][CH2:44][O:45][CH3:46].C(=O)([O-])[O-].[Ca+2].C(=O)(O)[O-].[Na+]. (4) Given the product [CH2:21]([N:28]1[CH2:6][CH2:7][C:8]2([CH2:13][CH2:12][CH2:11][NH:10][C:9]2=[O:14])[CH2:15]1)[C:22]1[CH:27]=[CH:26][CH:25]=[CH:24][CH:23]=1, predict the reactants needed to synthesize it. The reactants are: CS(O[CH2:6][CH2:7][C:8]1([CH2:15]OS(C)(=O)=O)[CH2:13][CH2:12][CH2:11][NH:10][C:9]1=[O:14])(=O)=O.[CH2:21]([NH2:28])[C:22]1[CH:27]=[CH:26][CH:25]=[CH:24][CH:23]=1. (5) Given the product [C:1]([O:5][C:6]([NH:8][CH2:9][C:10]1[CH:11]=[CH:12][C:13]([CH2:14][NH:15][C:19]([N:41]2[CH2:42][CH2:43][N:38]([C:44]([O:46][CH2:47][C:48]3[CH:53]=[CH:52][CH:51]=[CH:50][CH:49]=3)=[O:45])[CH2:39][CH2:40]2)=[O:20])=[CH:16][CH:17]=1)=[O:7])([CH3:4])([CH3:2])[CH3:3], predict the reactants needed to synthesize it. The reactants are: [C:1]([O:5][C:6]([NH:8][CH2:9][C:10]1[CH:17]=[CH:16][C:13]([CH2:14][NH2:15])=[CH:12][CH:11]=1)=[O:7])([CH3:4])([CH3:3])[CH3:2].Cl[C:19](OC1C=CC([N+]([O-])=O)=CC=1)=[O:20].C(N(CC)CC)C.[N:38]1([C:44]([O:46][CH2:47][C:48]2[CH:53]=[CH:52][CH:51]=[CH:50][CH:49]=2)=[O:45])[CH2:43][CH2:42][NH:41][CH2:40][CH2:39]1. (6) Given the product [Br:13][CH2:14][CH2:15][CH2:16][O:12][C:3]1[C:2]([Cl:1])=[CH:7][C:6]([CH2:8][OH:9])=[C:5]([O:10][CH3:11])[CH:4]=1, predict the reactants needed to synthesize it. The reactants are: [Cl:1][C:2]1[CH:7]=[C:6]([CH2:8][OH:9])[C:5]([O:10][CH3:11])=[CH:4][C:3]=1[OH:12].[Br:13][CH2:14][CH2:15][CH2:16]Br.C(=O)([O-])[O-].[K+].[K+]. (7) Given the product [S:39]([OH:43])([OH:42])(=[O:41])=[O:40].[C:8]([N:11]1[CH2:15][C@H:14]([OH:16])[CH2:13][C@H:12]1[C:17]([NH:19][C@H:20]([C:28]([C:30]1[S:31][C:32]2[CH:38]=[CH:37][CH:36]=[CH:35][C:33]=2[N:34]=1)=[O:29])[CH2:21][CH2:22][CH2:23][NH:24][C:25](=[NH:26])[NH2:27])=[O:18])(=[O:10])[CH3:9], predict the reactants needed to synthesize it. The reactants are: C(O)(C(F)(F)F)=O.[C:8]([N:11]1[CH2:15][C@H:14]([OH:16])[CH2:13][C@H:12]1[C:17]([NH:19][C@H:20]([C:28]([C:30]1[S:31][C:32]2[CH:38]=[CH:37][CH:36]=[CH:35][C:33]=2[N:34]=1)=[O:29])[CH2:21][CH2:22][CH2:23][NH:24][C:25](=[NH:27])[NH2:26])=[O:18])(=[O:10])[CH3:9].[S:39](=[O:43])(=[O:42])([OH:41])[OH:40]. (8) Given the product [Cl:1][C:2]1[C:7](=[O:8])[NH:6][CH:5]=[C:4]([C:9]([O:11][CH3:17])=[O:10])[CH:3]=1, predict the reactants needed to synthesize it. The reactants are: [Cl:1][C:2]1[C:7](=[O:8])[NH:6][CH:5]=[C:4]([C:9]([OH:11])=[O:10])[CH:3]=1.OS(O)(=O)=O.[CH3:17]O. (9) Given the product [CH3:12][C:10]1[CH:9]=[CH:8][CH:7]=[C:6]2[C:11]=1[C:3](=[CH:2][NH:32][C:33]1[CH:37]=[C:36]([C:38]3[CH:43]=[CH:42][CH:41]=[CH:40][CH:39]=3)[NH:35][N:34]=1)[C:4](=[O:13])[NH:5]2, predict the reactants needed to synthesize it. The reactants are: O/[CH:2]=[C:3]1\[C:4](=[O:13])[NH:5][C:6]2[C:11]\1=[C:10]([CH3:12])[CH:9]=[CH:8][CH:7]=2.O/C=C1\C(=O)NC2C\1=CC=CC=2.NC1C=CNN=1.[NH2:32][C:33]1[CH:37]=[C:36]([C:38]2[CH:43]=[CH:42][CH:41]=[CH:40][CH:39]=2)[NH:35][N:34]=1. (10) Given the product [N:1]1([CH2:6][CH:7]2[CH2:12][CH2:11][N:10]([C:13]3[CH:20]=[CH:19][C:16]([CH2:17][N:29]4[CH2:30][CH2:31][CH2:26][CH2:27][CH2:28]4)=[C:15]([C:21]([F:24])([F:23])[F:22])[CH:14]=3)[CH2:9][CH2:8]2)[CH2:5][CH2:4][CH2:3][CH2:2]1, predict the reactants needed to synthesize it. The reactants are: [N:1]1([CH2:6][CH:7]2[CH2:12][CH2:11][N:10]([C:13]3[CH:20]=[CH:19][C:16]([CH:17]=O)=[C:15]([C:21]([F:24])([F:23])[F:22])[CH:14]=3)[CH2:9][CH2:8]2)[CH2:5][CH2:4][CH2:3][CH2:2]1.O[CH:26]1[CH2:31][CH2:30][NH:29][CH2:28][CH2:27]1.